From a dataset of Full USPTO retrosynthesis dataset with 1.9M reactions from patents (1976-2016). Predict the reactants needed to synthesize the given product. (1) Given the product [Br:1][C:2]1[CH:7]=[CH:6][C:5]([C@@H:8]([N:10]2[CH2:15][CH2:14][C@:13]([CH2:22][C:23]([OH:24])([CH3:25])[CH3:26])([C:16]3[CH:17]=[CH:18][CH:19]=[CH:20][CH:21]=3)[O:12][C:11]2=[O:27])[CH3:9])=[CH:4][CH:3]=1, predict the reactants needed to synthesize it. The reactants are: [Br:1][C:2]1[CH:7]=[CH:6][C:5]([C@@H:8]([N:10]2[CH2:15][CH2:14][C@:13]([CH2:22][C:23]3([CH3:26])[CH2:25][O:24]3)([C:16]3[CH:21]=[CH:20][CH:19]=[CH:18][CH:17]=3)[O:12][C:11]2=[O:27])[CH3:9])=[CH:4][CH:3]=1.O1CCCC1.C([BH-](CC)CC)C.[Li+].OO. (2) Given the product [Cl:1][C:2]1[CH:7]=[CH:6][CH:5]=[CH:4][C:3]=1[CH2:8][CH2:9][C:10]([N:40]1[CH2:41][CH:42]2[CH:38]([C:37]2([C:43]2[CH:44]=[C:45]([NH:49][S:50]([CH3:53])(=[O:52])=[O:51])[CH:46]=[CH:47][CH:48]=2)[CH3:36])[CH2:39]1)=[O:12], predict the reactants needed to synthesize it. The reactants are: [Cl:1][C:2]1[CH:7]=[CH:6][CH:5]=[CH:4][C:3]=1[CH2:8][CH2:9][C:10]([OH:12])=O.O.ON1C2C=CC=CC=2N=N1.Cl.CN(C)CCCN=C=NCC.[CH3:36][C:37]1([C:43]2[CH:44]=[C:45]([NH:49][S:50]([CH3:53])(=[O:52])=[O:51])[CH:46]=[CH:47][CH:48]=2)[CH:42]2[CH:38]1[CH2:39][NH:40][CH2:41]2.C(=O)([O-])O.[Na+].